Regression/Classification. Given a drug SMILES string, predict its absorption, distribution, metabolism, or excretion properties. Task type varies by dataset: regression for continuous measurements (e.g., permeability, clearance, half-life) or binary classification for categorical outcomes (e.g., BBB penetration, CYP inhibition). Dataset: rlm. From a dataset of Rat liver microsome stability data. The drug is O=C1NCC2(CCNCC2)c2[nH]c(-c3ccnc(-c4cc5ccccc5o4)n3)cc21. The result is 0 (unstable in rat liver microsomes).